Dataset: Reaction yield outcomes from USPTO patents with 853,638 reactions. Task: Predict the reaction yield, written as a fraction of the theoretical maximum amount of product (1.0 means a 100% yield; for example, 0.34 means a 34% yield). (1) The reactants are C([O:3][CH:4]1C[CH2:8][CH2:7][N:6]([C:10]2[N:11]=[C:12]3[CH:22]=[C:21]([CH2:23][CH2:24][C:25]4[S:26][CH:27]=[C:28]([CH:30]5[CH2:33][CH2:32][CH2:31]5)[N:29]=4)[CH:20]=[CH:19][N:13]3[C:14](=[O:18])[C:15]=2[CH:16]=[O:17])[CH2:5]1)=O.C1(C2N=C(CCC3C=CN4C(=O)C=C(N5CCOCC5)N=C4C=3)SC=2)CCC1. No catalyst specified. The product is [CH:30]1([C:28]2[N:29]=[C:25]([CH2:24][CH2:23][C:21]3[CH:20]=[CH:19][N:13]4[C:14](=[O:18])[C:15]([CH:16]=[O:17])=[C:10]([N:6]5[CH2:5][CH2:4][O:3][CH2:8][CH2:7]5)[N:11]=[C:12]4[CH:22]=3)[S:26][CH:27]=2)[CH2:33][CH2:32][CH2:31]1. The yield is 0.820. (2) The reactants are [F:1][C:2]1[C:7]2[N:8]=[C:9]([NH2:11])[S:10][C:6]=2[CH:5]=[C:4]([F:12])[CH:3]=1.C(N(C(C)C)CC)(C)C.[C:22]1([CH3:31])[CH:27]=[CH:26][C:25]([C:28](Cl)=[O:29])=[CH:24][CH:23]=1. The catalyst is O1CCCC1.CNC1(NC)C=CN=CC1. The product is [F:1][C:2]1[C:7]2[N:8]=[C:9]([NH:11][C:28](=[O:29])[C:25]3[CH:26]=[CH:27][C:22]([CH3:31])=[CH:23][CH:24]=3)[S:10][C:6]=2[CH:5]=[C:4]([F:12])[CH:3]=1. The yield is 0.750. (3) The reactants are [N+:1]([C:4]1[C:13]2[C:8](=[CH:9][CH:10]=[CH:11][CH:12]=2)[C:7]([OH:14])=[CH:6][CH:5]=1)([O-:3])=[O:2].Cl.Cl[CH2:17][CH2:18][N:19]1[CH2:24][CH2:23][O:22][CH2:21][CH2:20]1.[OH-].[Na+].C(=O)([O-])[O-].[K+].[K+]. The yield is 0.926. The product is [N+:1]([C:4]1[C:13]2[C:8](=[CH:9][CH:10]=[CH:11][CH:12]=2)[C:7]([O:14][CH2:17][CH2:18][N:19]2[CH2:24][CH2:23][O:22][CH2:21][CH2:20]2)=[CH:6][CH:5]=1)([O-:3])=[O:2]. The catalyst is O.CN1CCCC1=O. (4) The reactants are [OH:1][CH2:2][CH2:3][CH2:4][C:5]1[CH:14]=[CH:13][C:12]2[C:11]([CH3:16])([CH3:15])[CH2:10][CH2:9][C:8]([CH3:18])([CH3:17])[C:7]=2[CH:6]=1.[Br:19]Br. The catalyst is C(Cl)(Cl)(Cl)Cl.[Fe]. The product is [Br:19][C:14]1[C:5]([CH2:4][CH2:3][CH2:2][OH:1])=[CH:6][C:7]2[C:8]([CH3:18])([CH3:17])[CH2:9][CH2:10][C:11]([CH3:16])([CH3:15])[C:12]=2[CH:13]=1. The yield is 0.630. (5) The reactants are [CH2:1]([O:3][C:4]([CH:6]1[CH2:13][CH:12]2[N:14]([S:15]([C:18]3[CH:23]=[CH:22][C:21]([Cl:24])=[CH:20][CH:19]=3)(=[O:17])=[O:16])[CH:8]([CH2:9][C:10](=[O:25])[CH2:11]2)[CH2:7]1)=[O:5])[CH3:2].[CH:26](OCC)=[O:27].[O-]CC.[Na+]. The catalyst is C1COCC1.C(O)C. The product is [CH2:1]([O:3][C:4]([CH:6]1[CH2:7][CH:8]2[N:14]([S:15]([C:18]3[CH:23]=[CH:22][C:21]([Cl:24])=[CH:20][CH:19]=3)(=[O:17])=[O:16])[CH:12]([CH2:11][C:10](=[O:25])[C:9]2=[CH:26][OH:27])[CH2:13]1)=[O:5])[CH3:2]. The yield is 0.940. (6) The reactants are [NH:1]1[CH2:6][CH2:5][CH:4]([C:7]2[CH:8]=[C:9]3[C:13](=[CH:14][CH:15]=2)[NH:12][C:11](=[O:16])[CH2:10]3)[CH2:3][CH2:2]1.[O:17]1[CH2:22][CH2:21][C:20](=O)[CH2:19][CH2:18]1.C(O)(=O)C. The catalyst is C1COCC1.CO. The product is [O:17]1[CH2:22][CH2:21][CH:20]([N:1]2[CH2:2][CH2:3][CH:4]([C:7]3[CH:8]=[C:9]4[C:13](=[CH:14][CH:15]=3)[NH:12][C:11](=[O:16])[CH2:10]4)[CH2:5][CH2:6]2)[CH2:19][CH2:18]1. The yield is 0.950. (7) The catalyst is C(OCC)(=O)C.CCCCCC. The reactants are [CH3:1][C:2]1[CH:3]=[C:4]2[C:8](=[CH:9][CH:10]=1)[NH:7][C:6](=[O:11])[C:5]2=O.O.NN.Cl. The product is [CH3:1][C:2]1[CH:3]=[C:4]2[C:8](=[CH:9][CH:10]=1)[NH:7][C:6](=[O:11])[CH2:5]2. The yield is 0.470. (8) The reactants are Br[C:2]1[CH:3]=[C:4]([CH:7]=[CH:8][C:9]=1[CH3:10])[C:5]#[N:6].[Li]CCCC.[B:16](OC(C)C)([O:21]C(C)C)[O:17]C(C)C. The catalyst is C1COCC1. The product is [C:5]([C:4]1[CH:7]=[CH:8][C:9]([CH3:10])=[C:2]([B:16]([OH:21])[OH:17])[CH:3]=1)#[N:6]. The yield is 0.200. (9) The catalyst is O.C1COCC1. The yield is 0.440. The product is [OH:11][C@@H:6]([C:7]([CH3:8])([CH3:10])[CH3:9])[C@@H:2]([NH:1][C:12]([O:15][CH2:27][CH2:26][CH2:25][CH2:24][CH2:23][C:17]1[CH:22]=[CH:21][CH:20]=[CH:19][CH:18]=1)=[O:13])[C:3]([OH:5])=[O:4]. The reactants are [NH2:1][C@@H:2]([C@H:6]([OH:11])[C:7]([CH3:10])([CH3:9])[CH3:8])[C:3]([OH:5])=[O:4].[C:12]([O-:15])(O)=[O:13].[Na+].[C:17]1([CH2:23][CH2:24][CH2:25][CH2:26][CH2:27]C2C(=O)N(C([O-])=O)C=CC=2)[CH:22]=[CH:21][CH:20]=[CH:19][CH:18]=1. (10) The reactants are [CH2:1]([O:3][C:4](=[O:13])[C:5]1[CH:10]=[C:9]([Br:11])[C:8](Br)=[N:7][CH:6]=1)[CH3:2].[CH2:14]([Mg]Br)[CH3:15].O.C(OCC)(=O)C. The catalyst is C1COCC1.Cl[Ni]1(Cl)[P](C2C=CC=CC=2)(C2C=CC=CC=2)CCC[P]1(C1C=CC=CC=1)C1C=CC=CC=1. The product is [Br:11][C:9]1[C:8]([CH2:14][CH3:15])=[N:7][CH:6]=[C:5]([CH:10]=1)[C:4]([O:3][CH2:1][CH3:2])=[O:13]. The yield is 0.600.